Task: Regression/Classification. Given a drug SMILES string, predict its absorption, distribution, metabolism, or excretion properties. Task type varies by dataset: regression for continuous measurements (e.g., permeability, clearance, half-life) or binary classification for categorical outcomes (e.g., BBB penetration, CYP inhibition). Dataset: cyp2d6_veith.. Dataset: CYP2D6 inhibition data for predicting drug metabolism from PubChem BioAssay (1) The compound is CC1CCN(CCOc2cc(Cl)ccc2Cl)CC1. The result is 1 (inhibitor). (2) The molecule is COc1ccc([C@H](O)c2ccccn2)cc1. The result is 0 (non-inhibitor). (3) The compound is CO[C@@H]1COC(=O)[C@H]2CCCN2C(=O)[C@@H](C)COC(=O)[C@H](COCc2ccccc2)NC(=O)C/C=C\[C@H]1C. The result is 0 (non-inhibitor).